From a dataset of Forward reaction prediction with 1.9M reactions from USPTO patents (1976-2016). Predict the product of the given reaction. (1) Given the reactants [CH3:1][CH:2]1[CH2:6][CH2:5][CH2:4][NH:3]1.Cl[CH2:8][CH2:9][CH2:10][O:11][C:12]1[CH:17]=[CH:16][C:15]([C:18]2[O:19][C:20]([C:24]([N:26]([CH2:30][CH:31]3[CH2:33][CH2:32]3)[CH2:27][CH2:28][CH3:29])=[O:25])=[C:21]([CH3:23])[N:22]=2)=[CH:14][CH:13]=1.C(=O)([O-])[O-].[K+].[K+].[I-].[Na+], predict the reaction product. The product is: [CH:31]1([CH2:30][N:26]([CH2:27][CH2:28][CH3:29])[C:24]([C:20]2[O:19][C:18]([C:15]3[CH:14]=[CH:13][C:12]([O:11][CH2:10][CH2:9][CH2:8][N:3]4[CH2:4][CH2:5][CH2:6][CH:2]4[CH3:1])=[CH:17][CH:16]=3)=[N:22][C:21]=2[CH3:23])=[O:25])[CH2:33][CH2:32]1. (2) Given the reactants Cl[C:2]1[N:3]=[C:4]([N:20]2[CH2:25][CH2:24][O:23][CH2:22][CH2:21]2)[C:5]2[S:10][C:9]([C:11]3[CH:12]=[C:13]([CH:17]([OH:19])[CH3:18])[CH:14]=[CH:15][CH:16]=3)=[CH:8][C:6]=2[N:7]=1.[NH2:26][C:27]1[N:32]=[CH:31][C:30](B2OC(C)(C)C(C)(C)O2)=[CH:29][N:28]=1, predict the reaction product. The product is: [NH2:26][C:27]1[N:32]=[CH:31][C:30]([C:2]2[N:3]=[C:4]([N:20]3[CH2:25][CH2:24][O:23][CH2:22][CH2:21]3)[C:5]3[S:10][C:9]([C:11]4[CH:12]=[C:13]([CH:17]([OH:19])[CH3:18])[CH:14]=[CH:15][CH:16]=4)=[CH:8][C:6]=3[N:7]=2)=[CH:29][N:28]=1. (3) Given the reactants [Si:1]([O:18][CH2:19][CH2:20][O:21][CH2:22][C@H:23]([O:28][C:29]1[N:34]=[CH:33][N:32]=[C:31]2[N:35]([C:38]3[CH:43]=[CH:42][CH:41]=[C:40]([F:44])[C:39]=3[CH3:45])[N:36]=[CH:37][C:30]=12)[C:24]([O:26]C)=O)([C:14]([CH3:17])([CH3:16])[CH3:15])([C:8]1C=CC=CC=1)[C:2]1C=CC=CC=1.[CH3:46][C:47]1[CH:48]=[CH:49][C:50]([NH2:53])=[N:51][CH:52]=1, predict the reaction product. The product is: [Si:1]([O:18][CH2:19][CH2:20][O:21][CH2:22][C@H:23]([O:28][C:29]1[C:30]2[CH:37]=[N:36][N:35]([C:38]3[CH:43]=[CH:42][CH:41]=[C:40]([F:44])[C:39]=3[CH3:45])[C:31]=2[N:32]=[CH:33][N:34]=1)[C:24]([NH:53][C:50]1[CH:49]=[CH:48][C:47]([CH3:46])=[CH:52][N:51]=1)=[O:26])([C:14]([CH3:15])([CH3:17])[CH3:16])([CH3:8])[CH3:2]. (4) The product is: [CH3:27][N:28]1[C:32]([C:2]2[N:3]=[C:4]([C:7]([NH:9][CH:10]([CH2:20][C:21]3[CH:26]=[CH:25][CH:24]=[CH:23][CH:22]=3)[CH2:11][NH:12][C:13](=[O:19])[O:14][C:15]([CH3:18])([CH3:17])[CH3:16])=[O:8])[S:5][CH:6]=2)=[CH:31][CH:30]=[N:29]1. Given the reactants Br[C:2]1[N:3]=[C:4]([C:7]([NH:9][CH:10]([CH2:20][C:21]2[CH:26]=[CH:25][CH:24]=[CH:23][CH:22]=2)[CH2:11][NH:12][C:13](=[O:19])[O:14][C:15]([CH3:18])([CH3:17])[CH3:16])=[O:8])[S:5][CH:6]=1.[CH3:27][N:28]1[C:32](B2OC(C)(C)C(C)(C)O2)=[CH:31][CH:30]=[N:29]1.C(=O)([O-])[O-].[K+].[K+], predict the reaction product. (5) Given the reactants [CH:1]1([C@:4]2([OH:12])[CH2:8][CH2:7][NH:6][C@H:5]2[CH:9]([CH3:11])C)CC1.F[C:14]1[CH:21]=[CH:20][C:17]([C:18]#[N:19])=[C:16]([O:22][CH3:23])[CH:15]=1.C(=O)([O-])[O-].[Li+].[Li+], predict the reaction product. The product is: [CH2:9]([C@H:5]1[C@:4]([OH:12])([CH3:1])[CH2:8][CH2:7][N:6]1[C:14]1[CH:21]=[CH:20][C:17]([C:18]#[N:19])=[C:16]([O:22][CH3:23])[CH:15]=1)[CH3:11]. (6) Given the reactants [C-:1]#[N:2].[Na+].Cl[C:5]1[CH:6]=[C:7]([C:11]2[N:12]=[N:13][C:14]([NH:17][CH2:18][C:19]([C:22]3[CH:27]=[CH:26][C:25]([F:28])=[CH:24][CH:23]=3)([CH3:21])[CH3:20])=[CH:15][N:16]=2)[CH:8]=[CH:9][CH:10]=1, predict the reaction product. The product is: [F:28][C:25]1[CH:26]=[CH:27][C:22]([C:19]([CH3:21])([CH3:20])[CH2:18][NH:17][C:14]2[N:13]=[N:12][C:11]([C:7]3[CH:6]=[C:5]([CH:10]=[CH:9][CH:8]=3)[C:1]#[N:2])=[N:16][CH:15]=2)=[CH:23][CH:24]=1. (7) Given the reactants [CH2:1]([C:3]1[N:4]=[C:5]2[C:10]([C:11]#[N:12])=[CH:9][CH:8]=[CH:7][N:6]2[C:13]=1[C:14]1[CH:19]=[CH:18][CH:17]=[C:16]([OH:20])[CH:15]=1)[CH3:2].Br[C:22]1[CH:27]=[CH:26][CH:25]=[C:24]([S:28]([CH2:31][CH3:32])(=[O:30])=[O:29])[CH:23]=1, predict the reaction product. The product is: [CH2:1]([C:3]1[N:4]=[C:5]2[C:10]([C:11]#[N:12])=[CH:9][CH:8]=[CH:7][N:6]2[C:13]=1[C:14]1[CH:19]=[CH:18][CH:17]=[C:16]([O:20][C:26]2[CH:27]=[CH:22][CH:23]=[C:24]([S:28]([CH2:31][CH3:32])(=[O:29])=[O:30])[CH:25]=2)[CH:15]=1)[CH3:2]. (8) Given the reactants [O:1]1[CH:5]=[N:4][N:3]=[C:2]1[NH2:6].[CH:7]1[C:20]2[CH:19]([C:21](Cl)=[O:22])[C:18]3[C:13](=[CH:14][CH:15]=[CH:16][CH:17]=3)[O:12][C:11]=2[CH:10]=[CH:9][CH:8]=1, predict the reaction product. The product is: [O:1]1[CH:5]=[N:4][N:3]=[C:2]1[NH:6][C:21]([CH:19]1[C:20]2[CH:7]=[CH:8][CH:9]=[CH:10][C:11]=2[O:12][C:13]2[C:18]1=[CH:17][CH:16]=[CH:15][CH:14]=2)=[O:22]. (9) Given the reactants [N+:1]([C:4]1[C:5]([O:18][CH3:19])=[C:6]([C:10]2[CH:15]=[CH:14][C:13](C=O)=[CH:12][CH:11]=2)[CH:7]=[CH:8][CH:9]=1)([O-:3])=[O:2].[NH2:20][CH2:21][CH2:22][NH2:23].BrN1C(=O)CC[C:26]1=O, predict the reaction product. The product is: [CH3:19][O:18][C:5]1[C:4]([N+:1]([O-:3])=[O:2])=[CH:9][CH:8]=[CH:7][C:6]=1[C:10]1[CH:11]=[CH:12][C:13]([N:20]2[CH2:21][CH2:22][N:23]=[CH:26]2)=[CH:14][CH:15]=1.